Task: Predict the reaction yield, written as a fraction of the theoretical maximum amount of product (1.0 means a 100% yield; for example, 0.34 means a 34% yield).. Dataset: Reaction yield outcomes from USPTO patents with 853,638 reactions (1) The reactants are [N:1]1([C:10](=[O:12])[CH3:11])[C:9]2[C:4](=[CH:5][CH:6]=[CH:7][CH:8]=2)[CH2:3][CH2:2]1.[Br:13]Br. The catalyst is C(O)(=O)C. The product is [Br:13][C:6]1[CH:5]=[C:4]2[C:9](=[CH:8][CH:7]=1)[N:1]([C:10](=[O:12])[CH3:11])[CH2:2][CH2:3]2. The yield is 0.960. (2) The reactants are [Si:1]([O:8][CH2:9][C:10]#[C:11][C:12](=O)[CH3:13])([C:4]([CH3:7])([CH3:6])[CH3:5])([CH3:3])[CH3:2].[C:15]([CH2:17][C:18]([NH2:20])=[O:19])#[N:16].N1(CC([O-])=O)CCCCC1. The catalyst is C(O)C.O. The product is [Si:1]([O:8][CH2:9][C:10]1[CH:11]=[C:12]([CH3:13])[NH:20][C:18](=[O:19])[C:17]=1[C:15]#[N:16])([C:4]([CH3:5])([CH3:6])[CH3:7])([CH3:3])[CH3:2]. The yield is 0.320.